This data is from NCI-60 drug combinations with 297,098 pairs across 59 cell lines. The task is: Regression. Given two drug SMILES strings and cell line genomic features, predict the synergy score measuring deviation from expected non-interaction effect. (1) Drug 1: CC(C)CN1C=NC2=C1C3=CC=CC=C3N=C2N. Drug 2: N.N.Cl[Pt+2]Cl. Cell line: NCI-H522. Synergy scores: CSS=71.8, Synergy_ZIP=1.88, Synergy_Bliss=3.45, Synergy_Loewe=5.77, Synergy_HSA=5.14. (2) Drug 1: CN1C2=C(C=C(C=C2)N(CCCl)CCCl)N=C1CCCC(=O)O.Cl. Drug 2: N.N.Cl[Pt+2]Cl. Cell line: K-562. Synergy scores: CSS=34.9, Synergy_ZIP=-1.78, Synergy_Bliss=-2.35, Synergy_Loewe=-13.5, Synergy_HSA=-2.01. (3) Drug 1: CC(C1=C(C=CC(=C1Cl)F)Cl)OC2=C(N=CC(=C2)C3=CN(N=C3)C4CCNCC4)N. Drug 2: C1=NC2=C(N1)C(=S)N=CN2. Cell line: HCT-15. Synergy scores: CSS=10.6, Synergy_ZIP=-7.99, Synergy_Bliss=-11.1, Synergy_Loewe=-17.5, Synergy_HSA=-10.9. (4) Drug 1: CC1=C(C=C(C=C1)NC2=NC=CC(=N2)N(C)C3=CC4=NN(C(=C4C=C3)C)C)S(=O)(=O)N.Cl. Drug 2: C(CCl)NC(=O)N(CCCl)N=O. Cell line: SK-MEL-2. Synergy scores: CSS=2.57, Synergy_ZIP=1.78, Synergy_Bliss=5.84, Synergy_Loewe=2.23, Synergy_HSA=2.28.